From a dataset of TCR-epitope binding with 47,182 pairs between 192 epitopes and 23,139 TCRs. Binary Classification. Given a T-cell receptor sequence (or CDR3 region) and an epitope sequence, predict whether binding occurs between them. (1) The epitope is FLPRVFSAV. The TCR CDR3 sequence is CASSQEGVLEQYF. Result: 1 (the TCR binds to the epitope). (2) The epitope is LPRRSGAAGA. The TCR CDR3 sequence is CASSLAQGMGPGNTIYF. Result: 1 (the TCR binds to the epitope).